This data is from Reaction yield outcomes from USPTO patents with 853,638 reactions. The task is: Predict the reaction yield, written as a fraction of the theoretical maximum amount of product (1.0 means a 100% yield; for example, 0.34 means a 34% yield). (1) The reactants are [C:1]1(=[O:11])[C:10]2[C:5](=[CH:6][CH:7]=[CH:8][CH:9]=2)[CH2:4][CH2:3][NH:2]1.[Cl:12][C:13]1[CH:18]=[CH:17][CH:16]=[C:15](I)[CH:14]=1.C([O-])([O-])=O.[K+].[K+].CN(C)C=O. The catalyst is C(OCC)(=O)C.[Cu]I. The product is [Cl:12][C:13]1[CH:14]=[C:15]([N:2]2[CH2:3][CH2:4][C:5]3[C:10](=[CH:9][CH:8]=[CH:7][CH:6]=3)[C:1]2=[O:11])[CH:16]=[CH:17][CH:18]=1. The yield is 0.760. (2) The reactants are [Cl:1][C:2]1[N:9]=[C:8]([Cl:10])[C:7]([F:11])=[CH:6][C:3]=1[C:4]#[N:5].S(=O)(=O)(O)[OH:13]. The catalyst is O. The product is [Cl:1][C:2]1[N:9]=[C:8]([Cl:10])[C:7]([F:11])=[CH:6][C:3]=1[C:4]([NH2:5])=[O:13]. The yield is 0.820. (3) The reactants are C([O:5][C:6](=[O:46])[CH2:7][N:8](C(OC(C)(C)C)=O)[C:9]1[CH:14]=[CH:13][CH:12]=[C:11]([CH:15]([S:29]([C:32]2[CH:37]=[CH:36][C:35]([F:38])=[CH:34][CH:33]=2)(=[O:31])=[O:30])[NH:16][CH2:17][C:18]2[CH:23]=[CH:22][C:21]([N:24]3[CH:28]=[CH:27][CH:26]=[N:25]3)=[CH:20][CH:19]=2)[N:10]=1)(C)(C)C.C(OC(=O)CN(C(OC(C)(C)C)=O)C1C=CC=C(C(CC2C=CC(N3C=CC=N3)=CC=2)NS(C2C=CC=CN=2)(=O)=O)N=1)(C)(C)C. No catalyst specified. The product is [F:38][C:35]1[CH:36]=[CH:37][C:32]([S:29]([CH:15]([NH:16][CH2:17][C:18]2[CH:23]=[CH:22][C:21]([N:24]3[CH:28]=[CH:27][CH:26]=[N:25]3)=[CH:20][CH:19]=2)[C:11]2[N:10]=[C:9]([NH:8][CH2:7][C:6]([OH:46])=[O:5])[CH:14]=[CH:13][CH:12]=2)(=[O:30])=[O:31])=[CH:33][CH:34]=1. The yield is 0.860. (4) The yield is 0.680. The product is [NH2:14][C:10]1[CH:11]=[C:12]2[C:7](=[C:8]([C:17]([O:19][CH3:20])=[O:18])[CH:9]=1)[NH:6][C:5]([C:1]([CH3:4])([CH3:3])[CH3:2])=[CH:13]2. The reactants are [C:1]([C:5]1[NH:6][C:7]2[C:12]([CH:13]=1)=[CH:11][C:10]([N+:14]([O-])=O)=[CH:9][C:8]=2[C:17]([O-:19])=[O:18])([CH3:4])([CH3:3])[CH3:2].[CH3:20]O. The catalyst is [Ni]. (5) The reactants are Br[C:2]1[CH:3]=[CH:4][C:5]([F:23])=[C:6]([C:8]([NH:11][C:12](=[O:22])[O:13][CH:14]2[CH:19]3[CH2:20][CH2:21][N:16]([CH2:17][CH2:18]3)[CH2:15]2)([CH3:10])[CH3:9])[CH:7]=1.[CH:24]1(B(O)O)[CH2:26][CH2:25]1. The catalyst is C([O-])(=O)C.[Pd+2].C([O-])(=O)C. The product is [CH:24]1([C:2]2[CH:3]=[CH:4][C:5]([F:23])=[C:6]([C:8]([NH:11][C:12](=[O:22])[O:13][CH:14]3[CH:19]4[CH2:20][CH2:21][N:16]([CH2:17][CH2:18]4)[CH2:15]3)([CH3:10])[CH3:9])[CH:7]=2)[CH2:26][CH2:25]1. The yield is 0.860. (6) The reactants are [F:1][C:2]1[CH:3]=[CH:4][C:5]([C:8]2[N:12]=[C:11]([C:13]3[CH:18]=[C:17]([N+:19]([O-])=O)[CH:16]=[C:15]([C:22]#[N:23])[CH:14]=3)[O:10][N:9]=2)=[N:6][CH:7]=1.C(=O)([O-])[O-].[K+].[K+].[CH2:30](I)[CH3:31]. The catalyst is CN(C)C=O.C(OCC)(=O)C. The product is [F:1][C:2]1[CH:3]=[CH:4][C:5]([C:8]2[N:12]=[C:11]([C:13]3[CH:18]=[C:17]([NH:19][CH2:30][CH3:31])[CH:16]=[C:15]([C:22]#[N:23])[CH:14]=3)[O:10][N:9]=2)=[N:6][CH:7]=1. The yield is 0.380. (7) The reactants are [CH2:1]([N:7]1[C:12](=O)[CH:11]2[CH:9]([C:10]2([C:17]2[CH:22]=[CH:21][CH:20]=[C:19]([N+:23]([O-:25])=[O:24])[CH:18]=2)[CH2:14][CH2:15][CH3:16])[C:8]1=O)[CH2:2][CH2:3][CH2:4][CH2:5][CH3:6].O1CCCC1.B.CO. The catalyst is O1CCCC1. The product is [CH2:1]([N:7]1[CH2:12][CH:11]2[CH:9]([C:10]2([C:17]2[CH:22]=[CH:21][CH:20]=[C:19]([N+:23]([O-:25])=[O:24])[CH:18]=2)[CH2:14][CH2:15][CH3:16])[CH2:8]1)[CH2:2][CH2:3][CH2:4][CH2:5][CH3:6]. The yield is 0.790. (8) The reactants are Br[C:2]1[CH:3]=[C:4]([Cl:9])[C:5]([NH2:8])=[N:6][CH:7]=1.[CH3:10][C:11]1([CH3:27])[C:15]([CH3:17])([CH3:16])[O:14][B:13]([B:13]2[O:14][C:15]([CH3:17])([CH3:16])[C:11]([CH3:27])([CH3:10])[O:12]2)[O:12]1.C([O-])(=O)C.[K+]. The catalyst is O1CCOCC1.[Pd](Cl)Cl.C1(P(C2C=CC=CC=2)[C-]2C=CC=C2)C=CC=CC=1.[C-]1(P(C2C=CC=CC=2)C2C=CC=CC=2)C=CC=C1.[Fe+2]. The product is [Cl:9][C:4]1[C:5]([NH2:8])=[N:6][CH:7]=[C:2]([B:13]2[O:14][C:15]([CH3:17])([CH3:16])[C:11]([CH3:27])([CH3:10])[O:12]2)[CH:3]=1. The yield is 0.840.